Dataset: Reaction yield outcomes from USPTO patents with 853,638 reactions. Task: Predict the reaction yield, written as a fraction of the theoretical maximum amount of product (1.0 means a 100% yield; for example, 0.34 means a 34% yield). The reactants are N[C:2]1[CH:7]=[CH:6][C:5]([S:8]([OH:11])(=[O:10])=[O:9])=[C:4]([OH:12])[CH:3]=1.[F:13][C:14]1[C:21]([F:22])=[C:20]([C:23]([F:26])([F:25])[F:24])[C:19]([F:27])=[C:18]([F:28])[C:15]=1[CH2:16]Br.C[N:30](C=O)C. No catalyst specified. The product is [OH:12][C:4]1[CH:3]=[CH:2][C:7]([NH:30][CH2:16][C:15]2[C:14]([F:13])=[C:21]([F:22])[C:20]([C:23]([F:26])([F:25])[F:24])=[C:19]([F:27])[C:18]=2[F:28])=[CH:6][C:5]=1[S:8]([OH:11])(=[O:10])=[O:9]. The yield is 0.280.